From a dataset of Forward reaction prediction with 1.9M reactions from USPTO patents (1976-2016). Predict the product of the given reaction. Given the reactants [H-].[Na+].[C:3]1(=[O:9])[CH2:8][CH2:7][CH2:6][CH2:5][CH2:4]1.Cl[CH2:11][C:12]([O:14]COC)=[CH2:13], predict the reaction product. The product is: [O:14]=[C:12]([CH3:13])[CH2:11][CH:4]1[CH2:5][CH2:6][CH2:7][CH2:8][C:3]1=[O:9].